Dataset: Forward reaction prediction with 1.9M reactions from USPTO patents (1976-2016). Task: Predict the product of the given reaction. (1) Given the reactants [C:1]([C:4]1[CH:13]=[C:12]([O:14][CH3:15])[C:11]2[C:6](=[CH:7][CH:8]=[CH:9][CH:10]=2)[N:5]=1)([OH:3])=O.[CH2:16]([O:18][C:19]([N:21]1[CH2:26][CH2:25][N:24]([C:27]([CH:29]([NH2:36])[CH2:30][C:31]2[N:32]=[CH:33][NH:34][CH:35]=2)=[O:28])[CH2:23][CH2:22]1)=[O:20])[CH3:17].CCN=C=NCCCN(C)C.C1C=CC2N(O)N=NC=2C=1, predict the reaction product. The product is: [CH2:16]([O:18][C:19]([N:21]1[CH2:26][CH2:25][N:24]([C:27]([CH:29]([NH:36][C:1]([C:4]2[CH:13]=[C:12]([O:14][CH3:15])[C:11]3[C:6](=[CH:7][CH:8]=[CH:9][CH:10]=3)[N:5]=2)=[O:3])[CH2:30][C:31]2[N:32]=[CH:33][NH:34][CH:35]=2)=[O:28])[CH2:23][CH2:22]1)=[O:20])[CH3:17]. (2) The product is: [Br:1][CH2:2][C:3]1[N:4]=[CH:5][C:6]([C:9]([OH:11])=[O:10])=[N:7][CH:8]=1. Given the reactants [Br:1][CH2:2][C:3]1[N:4]=[CH:5][C:6]([C:9]([O:11]C)=[O:10])=[N:7][CH:8]=1.C[Si](C)(C)[O-].[K+].Cl, predict the reaction product.